Task: Regression. Given a peptide amino acid sequence and an MHC pseudo amino acid sequence, predict their binding affinity value. This is MHC class I binding data.. Dataset: Peptide-MHC class I binding affinity with 185,985 pairs from IEDB/IMGT (1) The binding affinity (normalized) is 0.0847. The MHC is HLA-A02:03 with pseudo-sequence HLA-A02:03. The peptide sequence is KYTHFFSGF. (2) The peptide sequence is HPNIEEVAL. The MHC is HLA-B53:01 with pseudo-sequence HLA-B53:01. The binding affinity (normalized) is 0.529. (3) The peptide sequence is MIKIALSVA. The MHC is HLA-A30:01 with pseudo-sequence HLA-A30:01. The binding affinity (normalized) is 0.339. (4) The peptide sequence is KSSIKDSMY. The MHC is HLA-A31:01 with pseudo-sequence HLA-A31:01. The binding affinity (normalized) is 0.302. (5) The peptide sequence is WLQKIPLQW. The MHC is HLA-B51:01 with pseudo-sequence HLA-B51:01. The binding affinity (normalized) is 0.0847.